From a dataset of Catalyst prediction with 721,799 reactions and 888 catalyst types from USPTO. Predict which catalyst facilitates the given reaction. Reactant: [F:1][C:2]1[CH:3]=[C:4](B2OC(C)(C)C(C)(C)O2)[CH:5]=[C:6]2[C:11]=1[C:10](=[O:12])[N:9]([C:13]([O:15][C:16]([CH3:19])([CH3:18])[CH3:17])=[O:14])[CH2:8][CH2:7]2.B(O[O-])=[O:30].[Na+]. Product: [F:1][C:2]1[CH:3]=[C:4]([OH:30])[CH:5]=[C:6]2[C:11]=1[C:10](=[O:12])[N:9]([C:13]([O:15][C:16]([CH3:19])([CH3:18])[CH3:17])=[O:14])[CH2:8][CH2:7]2. The catalyst class is: 20.